Dataset: Reaction yield outcomes from USPTO patents with 853,638 reactions. Task: Predict the reaction yield, written as a fraction of the theoretical maximum amount of product (1.0 means a 100% yield; for example, 0.34 means a 34% yield). The reactants are [Cl:1][C:2]1[CH:7]=[C:6]([NH:8][C:9]2[N:13]=[CH:12][N:11](CC3C=CC(OC)=CC=3)[N:10]=2)[CH:5]=[C:4]([Cl:23])[N:3]=1.C(O)(C(F)(F)F)=O. No catalyst specified. The product is [Cl:23][C:4]1[CH:5]=[C:6]([NH:8][C:9]2[N:13]=[CH:12][NH:11][N:10]=2)[CH:7]=[C:2]([Cl:1])[N:3]=1. The yield is 0.525.